This data is from Forward reaction prediction with 1.9M reactions from USPTO patents (1976-2016). The task is: Predict the product of the given reaction. (1) Given the reactants [CH3:1][C:2]1[O:6][N:5]=[C:4]([C:7]2[CH:12]=[CH:11][CH:10]=[CH:9][CH:8]=2)[C:3]=1[CH2:13][O:14][C:15]1[CH:23]=[CH:22][C:18]([C:19]([OH:21])=O)=[CH:17][N:16]=1.[NH2:24][C@@H:25]([CH2:28][CH3:29])[CH2:26][OH:27], predict the reaction product. The product is: [OH:27][CH2:26][C@@H:25]([NH:24][C:19](=[O:21])[C:18]1[CH:22]=[CH:23][C:15]([O:14][CH2:13][C:3]2[C:4]([C:7]3[CH:8]=[CH:9][CH:10]=[CH:11][CH:12]=3)=[N:5][O:6][C:2]=2[CH3:1])=[N:16][CH:17]=1)[CH2:28][CH3:29]. (2) Given the reactants [N:1]([C:4]([CH3:17])([CH3:16])[CH:5]=[C:6]1[CH2:11][C:10]([CH3:13])([CH3:12])[CH2:9][C:8]([CH3:15])([CH3:14])[CH2:7]1)=[N+]=[N-].[ClH:18].CC1(C)CC(C)(C)CC(=CC(N)C)C1, predict the reaction product. The product is: [ClH:18].[CH3:17][C:4]([NH2:1])([CH3:16])[CH:5]=[C:6]1[CH2:7][C:8]([CH3:15])([CH3:14])[CH2:9][C:10]([CH3:13])([CH3:12])[CH2:11]1. (3) Given the reactants [Br:1][C:2]1[CH:3]=[C:4]2[C:10](I)=[CH:9][N:8]([S:12]([C:15]3[CH:20]=[CH:19][CH:18]=[CH:17][CH:16]=3)(=[O:14])=[O:13])[C:5]2=[N:6][CH:7]=1.Cl[CH2:22][Cl:23].C(=O)(O)[O-].[Na+].C(O[CH2:33][CH3:34])(=O)C, predict the reaction product. The product is: [Br:1][C:2]1[CH:3]=[C:4]2[C:10]([C:3]3[CH:2]=[C:22]([Cl:23])[N:6]=[C:5]([NH:8][CH:34]4[CH2:33][CH2:17][CH2:16][CH2:15][CH2:20]4)[CH:4]=3)=[CH:9][N:8]([S:12]([C:15]3[CH:20]=[CH:19][CH:18]=[CH:17][CH:16]=3)(=[O:14])=[O:13])[C:5]2=[N:6][CH:7]=1. (4) Given the reactants [NH:1]1[CH2:6][CH2:5][CH:4]([CH2:7][NH:8][C:9]([N:11]2[C:15]3[CH:16]=[CH:17][CH:18]=[CH:19][C:14]=3[N:13]([CH:20]([CH3:22])[CH3:21])[C:12]2=[O:23])=[O:10])[CH2:3][CH2:2]1.[Cl:24][CH2:25][CH2:26][C:27]([C:29]1[CH:34]=[CH:33][C:32](F)=[CH:31][CH:30]=1)=[O:28], predict the reaction product. The product is: [NH:1]1[CH2:6][CH2:5][CH:4]([CH2:7][NH:8][C:9]([N:11]2[C:15]3[CH:16]=[CH:17][CH:18]=[CH:19][C:14]=3[N:13]([CH:20]3[CH2:21][CH2:22]3)[C:12]2=[O:23])=[O:10])[CH2:3][CH2:2]1.[Cl:24][CH2:25][CH2:26][C:27]([C:29]1[CH:34]=[CH:33][CH:32]=[CH:31][CH:30]=1)=[O:28].